From a dataset of Forward reaction prediction with 1.9M reactions from USPTO patents (1976-2016). Predict the product of the given reaction. (1) Given the reactants [C:1]1([N:7]2[CH2:12][CH2:11][N:10]([C:13]([O:15][CH2:16][CH:17]3[CH2:22][CH2:21][NH:20][CH2:19][CH2:18]3)=[O:14])[CH2:9][CH2:8]2)[CH:6]=[CH:5][CH:4]=[CH:3][CH:2]=1.Br[CH2:24][CH2:25][O:26][CH3:27].CCN(C(C)C)C(C)C, predict the reaction product. The product is: [C:1]1([N:7]2[CH2:8][CH2:9][N:10]([C:13]([O:15][CH2:16][CH:17]3[CH2:22][CH2:21][N:20]([CH2:24][CH2:25][O:26][CH3:27])[CH2:19][CH2:18]3)=[O:14])[CH2:11][CH2:12]2)[CH:2]=[CH:3][CH:4]=[CH:5][CH:6]=1. (2) Given the reactants [CH2:1]([N:8]([CH2:17][C:18]1[CH:23]=[CH:22][CH:21]=[CH:20][CH:19]=1)[C:9]1[CH:14]=[C:13]([Br:15])[CH:12]=[CH:11][C:10]=1[F:16])[C:2]1[CH:7]=[CH:6][CH:5]=[CH:4][CH:3]=1.C([N-]C(C)C)(C)C.[Li+].C([Li])CCC.C(NC(C)C)(C)C.[C:44](=[O:46])=[O:45], predict the reaction product. The product is: [Br:15][C:13]1[CH:14]=[C:9]([N:8]([CH2:1][C:2]2[CH:3]=[CH:4][CH:5]=[CH:6][CH:7]=2)[CH2:17][C:18]2[CH:23]=[CH:22][CH:21]=[CH:20][CH:19]=2)[C:10]([F:16])=[C:11]([CH:12]=1)[C:44]([OH:46])=[O:45]. (3) Given the reactants [CH3:1][C:2]1([CH2:22][C:23]([O:25][CH2:26][CH3:27])=[O:24])[CH2:11][CH2:10][C:9]2[C:4](=[CH:5][CH:6]=[C:7]([C:12]3[CH:17]=[CH:16][C:15]([N+:18]([O-])=O)=[CH:14][N:13]=3)[CH:8]=2)[C:3]1=[O:21].[NH4+].[Cl-], predict the reaction product. The product is: [NH2:18][C:15]1[CH:16]=[CH:17][C:12]([C:7]2[CH:8]=[C:9]3[C:4](=[CH:5][CH:6]=2)[C:3](=[O:21])[C:2]([CH2:22][C:23]([O:25][CH2:26][CH3:27])=[O:24])([CH3:1])[CH2:11][CH2:10]3)=[N:13][CH:14]=1.